Dataset: Full USPTO retrosynthesis dataset with 1.9M reactions from patents (1976-2016). Task: Predict the reactants needed to synthesize the given product. (1) Given the product [OH:6][C:4]([CH3:3])([CH2:5][NH:2][CH3:1])[C:7]([O:9][CH3:10])=[O:8], predict the reactants needed to synthesize it. The reactants are: [CH3:1][NH2:2].[CH3:3][C:4]1([C:7]([O:9][CH3:10])=[O:8])[O:6][CH2:5]1. (2) Given the product [CH2:12]([O:11][CH2:10][C@@H:7]1[NH:6][C:3](=[O:4])[CH2:2][O:9][CH2:8]1)[C:13]1[CH:18]=[CH:17][CH:16]=[CH:15][CH:14]=1, predict the reactants needed to synthesize it. The reactants are: Cl[CH2:2][C:3](Cl)=[O:4].[NH2:6][C@@H:7]([CH2:10][O:11][CH2:12][C:13]1[CH:18]=[CH:17][CH:16]=[CH:15][CH:14]=1)[CH2:8][OH:9].[OH-].[Na+].C1COCC1. (3) Given the product [C:31]([NH:35][S:36]([C:39]1[S:40][C:41]([C:2]2[CH:7]=[CH:6][CH:5]=[C:4]([C:8]3[N:9]=[C:10]([C:27]([F:28])([F:29])[F:30])[CH:11]=[C:12]([C:14]4[CH:19]=[CH:18][C:17]([C:20]([F:21])([F:22])[F:23])=[CH:16][C:15]=4[O:24][CH2:25][CH3:26])[N:13]=3)[CH:3]=2)=[CH:42][CH:43]=1)(=[O:37])=[O:38])([CH3:34])([CH3:32])[CH3:33], predict the reactants needed to synthesize it. The reactants are: Br[C:2]1[CH:3]=[C:4]([C:8]2[N:13]=[C:12]([C:14]3[CH:19]=[CH:18][C:17]([C:20]([F:23])([F:22])[F:21])=[CH:16][C:15]=3[O:24][CH2:25][CH3:26])[CH:11]=[C:10]([C:27]([F:30])([F:29])[F:28])[N:9]=2)[CH:5]=[CH:6][CH:7]=1.[C:31]([NH:35][S:36]([C:39]1[S:40][C:41](B2OC(C)(C)C(C)(C)O2)=[CH:42][CH:43]=1)(=[O:38])=[O:37])([CH3:34])([CH3:33])[CH3:32]. (4) Given the product [Br:6][C:7]1[CH:15]=[CH:14][C:10]([C:11]([OH:13])=[O:12])=[C:9]([CH2:16][CH3:2])[CH:8]=1, predict the reactants needed to synthesize it. The reactants are: [Li][CH2:2]CCC.[Br:6][C:7]1[CH:15]=[CH:14][C:10]([C:11]([OH:13])=[O:12])=[C:9]([CH3:16])[CH:8]=1.CI.O. (5) Given the product [CH2:14]([N:21]1[CH2:26][CH2:25][N:24]([CH2:2][C:3]2[NH:12][C:11](=[O:13])[C:10]3[C:5](=[CH:6][CH:7]=[CH:8][CH:9]=3)[N:4]=2)[C@@H:23]([CH2:27][CH:28]([CH3:30])[CH3:29])[CH2:22]1)[C:15]1[CH:16]=[CH:17][CH:18]=[CH:19][CH:20]=1, predict the reactants needed to synthesize it. The reactants are: Cl[CH2:2][C:3]1[NH:12][C:11](=[O:13])[C:10]2[C:5](=[CH:6][CH:7]=[CH:8][CH:9]=2)[N:4]=1.[CH2:14]([N:21]1[CH2:26][CH2:25][NH:24][C@@H:23]([CH2:27][CH:28]([CH3:30])[CH3:29])[CH2:22]1)[C:15]1[CH:20]=[CH:19][CH:18]=[CH:17][CH:16]=1.C(=O)([O-])[O-].[K+].[K+]. (6) Given the product [OH:1][CH2:2][CH:3]1[N:8]([C:25](=[O:26])[NH:24][C:20]2[CH:21]=[CH:22][CH:23]=[C:18]([C:17]([F:16])([F:28])[F:27])[CH:19]=2)[CH2:7][CH2:6][N:5]([C:9]([O:11][C:12]([CH3:15])([CH3:14])[CH3:13])=[O:10])[CH2:4]1, predict the reactants needed to synthesize it. The reactants are: [OH:1][CH2:2][CH:3]1[NH:8][CH2:7][CH2:6][N:5]([C:9]([O:11][C:12]([CH3:15])([CH3:14])[CH3:13])=[O:10])[CH2:4]1.[F:16][C:17]([F:28])([F:27])[C:18]1[CH:19]=[C:20]([N:24]=[C:25]=[O:26])[CH:21]=[CH:22][CH:23]=1. (7) Given the product [CH2:53]([N:52]1[C:17](=[O:18])[C:16]([C:11]2[NH:10][C:9]3[CH:20]=[CH:21][C:6]([NH:5][S:2]([CH3:1])(=[O:4])=[O:3])=[CH:7][C:8]=3[S:13](=[O:15])(=[O:14])[N:12]=2)=[C:44]([OH:45])[C@H:46]2[C@@H:51]1[C@H:50]1[CH2:60][C@@H:47]2[CH2:48][CH2:49]1)[C:54]1[CH:55]=[CH:56][CH:57]=[CH:58][CH:59]=1, predict the reactants needed to synthesize it. The reactants are: [CH3:1][S:2]([NH:5][C:6]1[CH:21]=[CH:20][C:9]2[NH:10][C:11]([CH2:16][C:17](O)=[O:18])=[N:12][S:13](=[O:15])(=[O:14])[C:8]=2[CH:7]=1)(=[O:4])=[O:3].Cl.CN(C)CCCN=C=NCC.CN1CCOCC1.C(O[C:44]([C@H:46]1[C@@H:51]([NH:52][CH2:53][C:54]2[CH:59]=[CH:58][CH:57]=[CH:56][CH:55]=2)[C@H:50]2[CH2:60][C@@H:47]1[CH2:48][CH2:49]2)=[O:45])C.[O-]CC.[Na+].C(O)C.